Dataset: Catalyst prediction with 721,799 reactions and 888 catalyst types from USPTO. Task: Predict which catalyst facilitates the given reaction. (1) Reactant: [C:1]([N:4]1[CH2:9][CH2:8][NH:7][CH2:6][CH2:5]1)(=[O:3])[CH3:2].C(N(C(C)C)CC)(C)C.O1CCOCC1.[F:25][C:26]([F:62])([F:61])[C:27]1[CH:28]=[C:29]([CH:54]=[C:55]([C:57]([F:60])([F:59])[F:58])[CH:56]=1)[CH2:30][N:31]1[CH2:38][CH2:37][CH2:36][NH:35][C:34]2[N:39]=[C:40](S(C)(=O)=O)[N:41]=[C:42]([C:43]3[CH:48]=[CH:47][CH:46]=[CH:45][CH:44]=3)[C:33]=2[C:32]1=[O:53]. Product: [C:1]([N:4]1[CH2:9][CH2:8][N:7]([C:40]2[N:41]=[C:42]([C:43]3[CH:48]=[CH:47][CH:46]=[CH:45][CH:44]=3)[C:33]3[C:32](=[O:53])[N:31]([CH2:30][C:29]4[CH:54]=[C:55]([C:57]([F:60])([F:59])[F:58])[CH:56]=[C:27]([C:26]([F:62])([F:25])[F:61])[CH:28]=4)[CH2:38][CH2:37][CH2:36][NH:35][C:34]=3[N:39]=2)[CH2:6][CH2:5]1)(=[O:3])[CH3:2]. The catalyst class is: 13. (2) Reactant: C(OC(=O)[NH:7][C@@H:8]1[C:16]2[C:11](=[CH:12][CH:13]=[CH:14][CH:15]=2)[CH2:10][C@@H:9]1[O:17][CH3:18])(C)(C)C.Cl.C(=O)([O-])[O-].[Na+].[Na+]. Product: [CH3:18][O:17][C@H:9]1[CH2:10][C:11]2[C:16](=[CH:15][CH:14]=[CH:13][CH:12]=2)[C@H:8]1[NH2:7]. The catalyst class is: 38. (3) Reactant: [Cl:1][C:2]1[CH:11]=[CH:10][CH:9]=[CH:8][C:3]=1[CH2:4][N:5]=[C:6]=[O:7].[Cl:12][C:13]1[CH:20]=[CH:19][CH:18]=[CH:17][C:14]=1[CH2:15][NH2:16].C([CH:23]([C:27](Cl)=[O:28])[C:24](Cl)=[O:25])C.C1CCN2C(=NCCC2)CC1. Product: [Cl:1][C:2]1[CH:11]=[CH:10][CH:9]=[CH:8][C:3]=1[CH2:4][N:5]1[C:24](=[O:25])[CH2:23][C:27](=[O:28])[N:16]([CH2:15][C:14]2[CH:17]=[CH:18][CH:19]=[CH:20][C:13]=2[Cl:12])[C:6]1=[O:7]. The catalyst class is: 22. (4) Reactant: [C:1]([C:3]1[CH:12]=[CH:11][C:6]([C:7](OC)=[O:8])=[C:5]([O:13][C:14]2[CH:19]=[CH:18][C:17]([CH2:20][O:21][CH:22]3[CH2:27][CH2:26][O:25][CH2:24][CH2:23]3)=[CH:16][CH:15]=2)[CH:4]=1)#[N:2].[BH4-].[Li+].O1CCCC1.O. Product: [OH:8][CH2:7][C:6]1[CH:11]=[CH:12][C:3]([C:1]#[N:2])=[CH:4][C:5]=1[O:13][C:14]1[CH:15]=[CH:16][C:17]([CH2:20][O:21][CH:22]2[CH2:27][CH2:26][O:25][CH2:24][CH2:23]2)=[CH:18][CH:19]=1. The catalyst class is: 7. (5) Reactant: [CH3:1][O:2][C:3]1[CH:4]=[C:5]2[C:10](=[CH:11][C:12]=1[O:13]CC1CO1)[N:9]=[CH:8][CH:7]=[C:6]2[O:18][C:19]1[CH:24]=[CH:23][C:22]([CH3:25])=[CH:21][C:20]=1[C:26]([C:28]1[CH:33]=[CH:32][CH:31]=[CH:30][CH:29]=1)=[O:27].[N:34]1([CH:40]2[CH2:45][CH2:44]NCC2)[CH2:39][CH2:38][CH2:37][CH2:36][CH2:35]1.[OH2:46]. Product: [OH:46][CH:45]([CH2:40][N:34]1[CH2:35][CH2:36][CH2:37][CH2:38][CH:39]1[CH:6]1[CH2:5][CH2:10][NH:9][CH2:8][CH2:7]1)[CH2:44][O:13][C:12]1[CH:11]=[C:10]2[C:5]([C:6]([O:18][C:19]3[CH:24]=[CH:23][C:22]([CH3:25])=[CH:21][C:20]=3[C:26]([C:28]3[CH:29]=[CH:30][CH:31]=[CH:32][CH:33]=3)=[O:27])=[CH:7][CH:8]=[N:9]2)=[CH:4][C:3]=1[O:2][CH3:1]. The catalyst class is: 9. (6) Reactant: [Br:1][C:2]1[CH:3]=[CH:4][C:5]([Cl:19])=[C:6]([CH:8]([C:10]2[CH:15]=[CH:14][C:13]([O:16][CH2:17][CH3:18])=[CH:12][CH:11]=2)[OH:9])[CH:7]=1.O1C[CH2:23][CH2:22][CH2:21]1.[H-].[Na+].[H][H].C(Br)C=C.Cl. Product: [CH2:23]([O:9][CH:8]([C:10]1[CH:15]=[CH:14][C:13]([O:16][CH2:17][CH3:18])=[CH:12][CH:11]=1)[C:6]1[CH:7]=[C:2]([Br:1])[CH:3]=[CH:4][C:5]=1[Cl:19])[CH:22]=[CH2:21]. The catalyst class is: 13.